Dataset: Reaction yield outcomes from USPTO patents with 853,638 reactions. Task: Predict the reaction yield, written as a fraction of the theoretical maximum amount of product (1.0 means a 100% yield; for example, 0.34 means a 34% yield). (1) The reactants are [C:1]([N:8]1[CH2:11][CH2:10][C@@H:9]1[CH2:12][OH:13])([O:3][C:4]([CH3:7])([CH3:6])[CH3:5])=[O:2].C(N(CC)CC)C.[CH3:21][S:22](Cl)(=[O:24])=[O:23]. The catalyst is C1COCC1. The product is [C:1]([N:8]1[CH2:11][CH2:10][C@@H:9]1[CH2:12][O:13][S:22]([CH3:21])(=[O:24])=[O:23])([O:3][C:4]([CH3:7])([CH3:6])[CH3:5])=[O:2]. The yield is 0.380. (2) The reactants are CN(C=O)C.CS([O:10][CH2:11][CH2:12][O:13][CH2:14][CH2:15][O:16][CH2:17][CH2:18]O)(=O)=O.[N-:20]=[N+:21]=[N-:22].[Na+]. The catalyst is Cl. The product is [N:20]([CH2:18][CH2:17][O:16][CH2:15][CH2:14][O:13][CH2:12][CH2:11][OH:10])=[N+:21]=[N-:22]. The yield is 1.00. (3) The reactants are [CH2:1]([O:3][C:4](=[O:21])[C:5]([C:10]1[CH:15]=[CH:14][C:13]([NH2:16])=[C:12]([NH:17][CH3:18])[C:11]=1[C:19]#[N:20])([CH3:9])[C:6](=[O:8])[CH3:7])[CH3:2].C1COCC1.[F:27][C:28]1[CH:33]=[CH:32][C:31]([N:34]=[C:35]=S)=[C:30]([CH3:37])[CH:29]=1.NC(N)=S. The catalyst is CN(C1C=CN=CC=1)C.C(OCC)C. The product is [CH2:1]([O:3][C:4](=[O:21])[C:5]([C:10]1[CH:15]=[CH:14][C:13]2[N:16]=[C:35]([NH:34][C:31]3[CH:32]=[CH:33][C:28]([F:27])=[CH:29][C:30]=3[CH3:37])[N:17]([CH3:18])[C:12]=2[C:11]=1[C:19]#[N:20])([CH3:9])[C:6](=[O:8])[CH3:7])[CH3:2]. The yield is 0.520.